This data is from Full USPTO retrosynthesis dataset with 1.9M reactions from patents (1976-2016). The task is: Predict the reactants needed to synthesize the given product. The reactants are: Cl.[CH3:2][CH:3]([CH2:8][N:9]1[CH2:13][CH2:12][CH2:11][CH2:10]1)[CH2:4][C:5]([OH:7])=[O:6].C1N=CN(C(N2C=NC=C2)=O)C=1.[F:26][C:27]1[C:31]([C:32]2[CH:33]=[N:34][C:35]3[C:40]([CH:41]=2)=[CH:39][CH:38]=[CH:37][CH:36]=3)=[N:30][NH:29][C:28]=1[NH2:42]. Given the product [CH:5]([OH:7])=[O:6].[F:26][C:27]1[C:31]([C:32]2[CH:33]=[N:34][C:35]3[C:40]([CH:41]=2)=[CH:39][CH:38]=[CH:37][CH:36]=3)=[N:30][NH:29][C:28]=1[NH:42][C:5](=[O:7])[CH2:4][CH:3]([CH3:2])[CH2:8][N:9]1[CH2:13][CH2:12][CH2:11][CH2:10]1, predict the reactants needed to synthesize it.